The task is: Predict the reaction yield, written as a fraction of the theoretical maximum amount of product (1.0 means a 100% yield; for example, 0.34 means a 34% yield).. This data is from Reaction yield outcomes from USPTO patents with 853,638 reactions. The reactants are Cl[CH2:2][CH2:3][CH2:4][C:5]([NH:7][C:8]1[CH:9]=[C:10]([C:18]([O:20][CH3:21])=[O:19])[CH:11]=[C:12]([CH:17]=1)[C:13]([O:15][CH3:16])=[O:14])=[O:6].[H-].[Na+]. The catalyst is CN(C=O)C. The product is [O:6]=[C:5]1[CH2:4][CH2:3][CH2:2][N:7]1[C:8]1[CH:9]=[C:10]([C:18]([O:20][CH3:21])=[O:19])[CH:11]=[C:12]([CH:17]=1)[C:13]([O:15][CH3:16])=[O:14]. The yield is 0.620.